Predict the product of the given reaction. From a dataset of Forward reaction prediction with 1.9M reactions from USPTO patents (1976-2016). Given the reactants [F:1][C:2]1[CH:8]=[CH:7][C:5]([NH2:6])=[CH:4][C:3]=1[N+:9]([O-:11])=[O:10].[F:12][C:13]1[CH:21]=[C:20]([F:22])[CH:19]=[CH:18][C:14]=1[C:15](Cl)=[O:16], predict the reaction product. The product is: [F:12][C:13]1[CH:21]=[C:20]([F:22])[CH:19]=[CH:18][C:14]=1[C:15]([NH:6][C:5]1[CH:7]=[CH:8][C:2]([F:1])=[C:3]([N+:9]([O-:11])=[O:10])[CH:4]=1)=[O:16].